Task: Regression. Given two drug SMILES strings and cell line genomic features, predict the synergy score measuring deviation from expected non-interaction effect.. Dataset: NCI-60 drug combinations with 297,098 pairs across 59 cell lines (1) Drug 1: C(CC(=O)O)C(=O)CN.Cl. Drug 2: CS(=O)(=O)OCCCCOS(=O)(=O)C. Cell line: CAKI-1. Synergy scores: CSS=6.15, Synergy_ZIP=-4.98, Synergy_Bliss=1.05, Synergy_Loewe=-5.94, Synergy_HSA=-0.854. (2) Drug 1: C1CN1C2=NC(=NC(=N2)N3CC3)N4CC4. Drug 2: C1CNP(=O)(OC1)N(CCCl)CCCl. Cell line: SK-MEL-28. Synergy scores: CSS=19.8, Synergy_ZIP=0.535, Synergy_Bliss=-1.84, Synergy_Loewe=-27.1, Synergy_HSA=0.147. (3) Drug 1: CN1CCC(CC1)COC2=C(C=C3C(=C2)N=CN=C3NC4=C(C=C(C=C4)Br)F)OC. Drug 2: CCCCC(=O)OCC(=O)C1(CC(C2=C(C1)C(=C3C(=C2O)C(=O)C4=C(C3=O)C=CC=C4OC)O)OC5CC(C(C(O5)C)O)NC(=O)C(F)(F)F)O. Cell line: UO-31. Synergy scores: CSS=23.3, Synergy_ZIP=-8.45, Synergy_Bliss=-3.15, Synergy_Loewe=0.715, Synergy_HSA=1.00.